Dataset: Forward reaction prediction with 1.9M reactions from USPTO patents (1976-2016). Task: Predict the product of the given reaction. (1) The product is: [F:34][CH:33]([F:35])[C@@H:32]([C:29]1[CH:28]=[CH:27][C:26]([C:11]2[CH:12]=[C:13]([NH:15][C:16]3[N:21]=[C:20]([C:22]([F:23])([F:24])[F:25])[CH:19]=[CH:18][N:17]=3)[CH:14]=[C:9]([NH:8][CH2:3][C:2]([F:7])([F:6])[F:1])[CH:10]=2)=[CH:31][CH:30]=1)[OH:36]. Given the reactants [F:1][C:2]([F:7])([F:6])[C:3](O)=O.[NH2:8][C:9]1[CH:10]=[C:11]([C:26]2[CH:31]=[CH:30][C:29]([C@@H:32]([OH:36])[CH:33]([F:35])[F:34])=[CH:28][CH:27]=2)[CH:12]=[C:13]([NH:15][C:16]2[N:21]=[C:20]([C:22]([F:25])([F:24])[F:23])[CH:19]=[CH:18][N:17]=2)[CH:14]=1.C([BH3-])#N.[Na+].FC(F)(F)C=O.C(=O)([O-])[O-].[Na+].[Na+], predict the reaction product. (2) Given the reactants F[B-](F)(F)F.C([O+](CC)CC)C.[C:13]([O:17][C:18](=[O:25])[NH:19][C@H:20]([C:22](=O)[NH2:23])[CH3:21])([CH3:16])([CH3:15])[CH3:14].[F:26][C:27]1[CH:28]=[C:29]([NH:34][C:35]2[N:36]([CH3:40])[N:37]=[CH:38][CH:39]=2)[C:30](N)=[CH:31][CH:32]=1, predict the reaction product. The product is: [C:13]([O:17][C:18](=[O:25])[NH:19][C@H:20]([C:22]1[N:34]([C:35]2[N:36]([CH3:40])[N:37]=[CH:38][CH:39]=2)[C:29]2[CH:28]=[C:27]([F:26])[CH:32]=[CH:31][C:30]=2[N:23]=1)[CH3:21])([CH3:16])([CH3:15])[CH3:14]. (3) Given the reactants [CH3:1][NH:2][NH2:3].[CH3:4][O:5][C:6]1[CH:25]=[CH:24][C:9](CCNN2C(=O)C3C(=CC=CC=3)C2=O)=[CH:8][C:7]=1[CH3:26].O1CCC[CH2:28]1, predict the reaction product. The product is: [CH3:4][O:5][C:6]1[CH:25]=[CH:24][C:9]([CH2:1][N:2]([CH3:28])[NH2:3])=[CH:8][C:7]=1[CH3:26]. (4) Given the reactants [F:1][C:2]1[CH:7]=[C:6]([CH2:8][N:9]=[C:10]=[O:11])[CH:5]=[CH:4][C:3]=1[N:12]1[CH2:18][CH2:17][CH2:16][CH2:15][CH2:14][CH2:13]1.[CH3:19][N:20]1[C:28]2[CH:27]=[CH:26][CH:25]=[C:24]([NH2:29])[C:23]=2[CH:22]=[N:21]1.N1C2C=CC=C(N)C=2C=N1, predict the reaction product. The product is: [N:12]1([C:3]2[CH:4]=[CH:5][C:6]([CH2:8][NH:9][C:10]([NH:29][C:24]3[CH:25]=[CH:26][CH:27]=[C:28]4[C:23]=3[CH:22]=[N:21][N:20]4[CH3:19])=[O:11])=[CH:7][C:2]=2[F:1])[CH2:18][CH2:17][CH2:16][CH2:15][CH2:14][CH2:13]1. (5) The product is: [OH:15][CH2:14][CH2:13][C:6]1[C:5]2[C:10](=[CH:11][C:2]([OH:1])=[CH:3][CH:4]=2)[O:9][C:8](=[O:12])[CH:7]=1. Given the reactants [OH:1][C:2]1[CH:11]=[C:10]2[C:5]([C:6]([CH2:13][C:14](O)=[O:15])=[CH:7][C:8](=[O:12])[O:9]2)=[CH:4][CH:3]=1.B.CO, predict the reaction product. (6) Given the reactants [CH3:1][C:2]1[N:7]2[N:8]=[C:9](/[CH:11]=[CH:12]/[C:13]3[NH:14][CH:15]=[C:16]([C:18]4[O:19][C:20]([CH3:23])=[CH:21][CH:22]=4)[N:17]=3)[N:10]=[C:6]2[CH:5]=[CH:4][CH:3]=1.[H][H], predict the reaction product. The product is: [CH3:1][C:2]1[N:7]2[N:8]=[C:9]([CH2:11][CH2:12][C:13]3[NH:14][CH:15]=[C:16]([C:18]4[O:19][C:20]([CH3:23])=[CH:21][CH:22]=4)[N:17]=3)[N:10]=[C:6]2[CH:5]=[CH:4][CH:3]=1. (7) Given the reactants [ClH:1].[NH2:2][C:3]12[CH2:11][CH2:10][CH:7]([CH2:8][CH2:9]1)[CH2:6][N:5]1[C:12](=[O:30])[C:13]([O:21][C:22]([C:24]3[CH:29]=[CH:28][CH:27]=[CH:26][CH:25]=3)=[O:23])=[C:14]([C:16]([O:18][CH2:19][CH3:20])=[O:17])[N:15]=[C:4]21.Cl.[H][H].[C:34](OCC)(=O)C, predict the reaction product. The product is: [ClH:1].[CH3:34][NH:2][C:3]12[CH2:11][CH2:10][CH:7]([CH2:8][CH2:9]1)[CH2:6][N:5]1[C:12](=[O:30])[C:13]([O:21][C:22]([C:24]3[CH:25]=[CH:26][CH:27]=[CH:28][CH:29]=3)=[O:23])=[C:14]([C:16]([O:18][CH2:19][CH3:20])=[O:17])[N:15]=[C:4]21.